This data is from Forward reaction prediction with 1.9M reactions from USPTO patents (1976-2016). The task is: Predict the product of the given reaction. Given the reactants [F:1][C:2]1[C:7]([C:8]([F:11])([F:10])[F:9])=[CH:6][CH:5]=[CH:4][C:3]=1[C:12](=[N:19][O:20][CH2:21][C:22]1[N:27]=[C:26]([NH2:28])[CH:25]=[CH:24][CH:23]=1)[C:13]1[N:17]([CH3:18])[N:16]=[N:15][N:14]=1.C(N(CC)CC)C.[C:36](Cl)(=[O:42])[CH2:37][CH2:38][CH2:39][CH2:40][CH3:41], predict the reaction product. The product is: [F:1][C:2]1[C:7]([C:8]([F:9])([F:11])[F:10])=[CH:6][CH:5]=[CH:4][C:3]=1[C:12](=[N:19][O:20][CH2:21][C:22]1[N:27]=[C:26]([NH:28][C:36](=[O:42])[CH2:37][CH2:38][CH2:39][CH2:40][CH3:41])[CH:25]=[CH:24][CH:23]=1)[C:13]1[N:17]([CH3:18])[N:16]=[N:15][N:14]=1.